This data is from Full USPTO retrosynthesis dataset with 1.9M reactions from patents (1976-2016). The task is: Predict the reactants needed to synthesize the given product. Given the product [CH3:30][S:27]([C:22]1[CH:23]=[CH:24][CH:25]=[CH:26][C:21]=1[S:18]([NH:17][C:13]1[CH:12]=[C:11]2[C:16](=[CH:15][CH:14]=1)[NH:8][N:9]=[C:10]2[CH3:31])(=[O:20])=[O:19])(=[O:28])=[O:29], predict the reactants needed to synthesize it. The reactants are: C(OC([N:8]1[C:16]2[C:11](=[CH:12][C:13]([NH:17][S:18]([C:21]3[CH:26]=[CH:25][CH:24]=[CH:23][C:22]=3[S:27]([CH3:30])(=[O:29])=[O:28])(=[O:20])=[O:19])=[CH:14][CH:15]=2)[C:10]([CH3:31])=[N:9]1)=O)(C)(C)C.I[Si](C)(C)C.